Dataset: Peptide-MHC class II binding affinity with 134,281 pairs from IEDB. Task: Regression. Given a peptide amino acid sequence and an MHC pseudo amino acid sequence, predict their binding affinity value. This is MHC class II binding data. (1) The peptide sequence is AFTVVLSGGTLIDTL. The MHC is HLA-DQA10401-DQB10402 with pseudo-sequence HLA-DQA10401-DQB10402. The binding affinity (normalized) is 0.206. (2) The peptide sequence is IIPDGYKLIDNSLIL. The MHC is DRB3_0101 with pseudo-sequence DRB3_0101. The binding affinity (normalized) is 0.476. (3) The peptide sequence is PSLIKTLQSRMSKNF. The MHC is DRB1_0701 with pseudo-sequence DRB1_0701. The binding affinity (normalized) is 0.748. (4) The MHC is HLA-DQA10501-DQB10301 with pseudo-sequence HLA-DQA10501-DQB10301. The binding affinity (normalized) is 0.639. The peptide sequence is LEAKATFYGSNPRGA. (5) The peptide sequence is LHGVRDGLVRDANNY. The MHC is HLA-DPA10201-DPB10101 with pseudo-sequence HLA-DPA10201-DPB10101. The binding affinity (normalized) is 0. (6) The peptide sequence is SYTIVSSLGVDDVGT. The MHC is DRB1_0802 with pseudo-sequence DRB1_0802. The binding affinity (normalized) is 0.225. (7) The peptide sequence is SQDLELSWNLNGLQHY. The MHC is DRB1_0802 with pseudo-sequence DRB1_0802. The binding affinity (normalized) is 0.302.